Task: Binary Classification. Given a drug SMILES string, predict its activity (active/inactive) in a high-throughput screening assay against a specified biological target.. Dataset: HIV replication inhibition screening data with 41,000+ compounds from the AIDS Antiviral Screen (1) The drug is C=CCN1C(=O)CC(=C2CCC(=O)N2CC=C)C1=O. The result is 0 (inactive). (2) The molecule is O=C1C=CC(=O)c2c1ccc1c2[nH]c2ccccc21. The result is 0 (inactive). (3) The drug is CC(=NNc1ccc([N+](=O)[O-])cc1[N+](=O)[O-])C(CC(C(=O)Nc1ccccc1C)C(C)=NNc1ccc([N+](=O)[O-])cc1[N+](=O)[O-])C(=O)Nc1ccccc1C. The result is 0 (inactive). (4) The compound is CN(C)C=Cc1ccncc1. The result is 0 (inactive). (5) The drug is Cc1ccc2ccc3ccc(C)[n+]4c3c2[n+]1[Cu-3]41[n+]2c(C)ccc3ccc4ccc(C)[n+]1c4c32.O=C1OC(C(O)C[O-])C(O)=C1O. The result is 0 (inactive). (6) The drug is COC(=O)C1=CC2CC1C(S(=O)(=O)c1ccccc1)C2S(=O)(=O)c1ccccc1. The result is 0 (inactive). (7) The result is 0 (inactive). The drug is CCOC1(O)C(=O)c2ccccc2OC1(OCC)c1ccccc1. (8) The molecule is CCCCCCCCCCCCCCC(C)CCC(=O)O. The result is 0 (inactive). (9) The molecule is COc1ccc(Cc2c(-c3ccc(C)cc3)nnc(O)c2C2C(=O)N(c3ccccc3)N=C2c2ccccc2)cc1. The result is 0 (inactive). (10) The molecule is Cc1ccccc1NC(=O)C(=O)Cc1cnc2ccccc2n1. The result is 0 (inactive).